From a dataset of Forward reaction prediction with 1.9M reactions from USPTO patents (1976-2016). Predict the product of the given reaction. (1) The product is: [F:1][CH2:2][C@H:3]1[CH2:8][CH2:7][C@H:6]([N:9]2[C:10]3[C:11]4[CH:21]=[CH:20][N:19]([CH2:22][O:23][CH2:24][CH2:25][Si:26]([CH3:29])([CH3:28])[CH3:27])[C:12]=4[N:13]=[CH:14][C:15]=3[C:16](=[O:17])[N:18]=[CH:30]2)[CH2:5][CH2:4]1. Given the reactants [F:1][CH2:2][C@H:3]1[CH2:8][CH2:7][C@H:6]([NH:9][C:10]2[C:15]([C:16]([NH2:18])=[O:17])=[CH:14][N:13]=[C:12]3[N:19]([CH2:22][O:23][CH2:24][CH2:25][Si:26]([CH3:29])([CH3:28])[CH3:27])[CH:20]=[CH:21][C:11]=23)[CH2:5][CH2:4]1.[C:30](=O)([O-])O.[Na+], predict the reaction product. (2) Given the reactants [NH2:1][C:2]1[C:3]2[C:10]([C:11]3[CH:16]=[CH:15][CH:14]=[C:13]([O:17][CH2:18][C:19]4[CH:24]=[CH:23][CH:22]=[CH:21][CH:20]=4)[CH:12]=3)=[CH:9][N:8]([C@@H:25]3[CH2:30][CH2:29][C@H:28]([NH:31][C:32]([NH:34][CH2:35][CH2:36]Br)=[O:33])[CH2:27][CH2:26]3)[C:4]=2[N:5]=[CH:6][N:7]=1.[CH3:38][NH:39][CH3:40], predict the reaction product. The product is: [NH2:1][C:2]1[C:3]2[C:10]([C:11]3[CH:16]=[CH:15][CH:14]=[C:13]([O:17][CH2:18][C:19]4[CH:24]=[CH:23][CH:22]=[CH:21][CH:20]=4)[CH:12]=3)=[CH:9][N:8]([C@@H:25]3[CH2:30][CH2:29][C@H:28]([NH:31][C:32]([NH:34][CH2:35][CH2:36][N:39]([CH3:40])[CH3:38])=[O:33])[CH2:27][CH2:26]3)[C:4]=2[N:5]=[CH:6][N:7]=1. (3) Given the reactants [NH2:1][C:2]1[CH:7]=[C:6]([CH2:8][N:9]([CH3:11])[CH3:10])[CH:5]=[CH:4][C:3]=1[NH:12][C:13]1[N:18]=[CH:17][N:16]=[C:15]([N:19]([CH3:43])[C:20]([N:22]([C:31]2[C:36]([Cl:37])=[C:35]([O:38][CH3:39])[CH:34]=[C:33]([O:40][CH3:41])[C:32]=2[Cl:42])COCC[Si](C)(C)C)=[O:21])[CH:14]=1.[C:44](O)([C:46](F)(F)F)=[O:45].[CH2:51](Cl)Cl, predict the reaction product. The product is: [Cl:42][C:32]1[C:33]([O:40][CH3:41])=[CH:34][C:35]([O:38][CH3:39])=[C:36]([Cl:37])[C:31]=1[NH:22][C:20](=[O:21])[N:19]([C:15]1[N:16]=[CH:17][N:18]=[C:13]([NH:12][C:3]2[CH:4]=[CH:5][C:6]([CH2:8][N:9]([CH3:10])[CH3:11])=[CH:7][C:2]=2[NH:1][C:44](=[O:45])[CH:46]=[CH2:51])[CH:14]=1)[CH3:43]. (4) Given the reactants O[CH:2]([CH:9]1[CH2:14][CH2:13][O:12][CH2:11][CH2:10]1)[CH2:3][C:4]([O:6][CH2:7][CH3:8])=[O:5].C1COCC1.C(OC(=O)C)(=O)C.C1CCN2C(=NCCC2)CC1, predict the reaction product. The product is: [O:12]1[CH2:13][CH2:14][CH:9](/[CH:2]=[CH:3]\[C:4]([O:6][CH2:7][CH3:8])=[O:5])[CH2:10][CH2:11]1. (5) Given the reactants [OH:1][CH2:2][CH:3]1[CH2:7][CH2:6][S:5](=[O:9])(=[O:8])[CH2:4]1.[C:10]1([CH3:20])[CH:15]=[CH:14][C:13]([S:16](Cl)(=[O:18])=[O:17])=[CH:12][CH:11]=1.C(N(CC)CC)C, predict the reaction product. The product is: [CH3:20][C:10]1[CH:15]=[CH:14][C:13]([S:16]([O:1][CH2:2][CH:3]2[CH2:7][CH2:6][S:5](=[O:9])(=[O:8])[CH2:4]2)(=[O:18])=[O:17])=[CH:12][CH:11]=1. (6) The product is: [NH2:15][C:16]1[CH:17]=[C:18]([CH:19]=[CH:20][CH:21]=1)[O:22][C:2]1[CH:7]=[CH:6][N:5]=[C:4]2[CH:8]=[C:9]([C:11]([O:13][CH3:14])=[O:12])[S:10][C:3]=12. Given the reactants Cl[C:2]1[CH:7]=[CH:6][N:5]=[C:4]2[CH:8]=[C:9]([C:11]([O:13][CH3:14])=[O:12])[S:10][C:3]=12.[NH2:15][C:16]1[CH:17]=[C:18]([OH:22])[CH:19]=[CH:20][CH:21]=1.CCOC(C1C(=O)CCCC1)=O.C(=O)([O-])[O-].[Cs+].[Cs+], predict the reaction product. (7) The product is: [CH:31]1([C:30]2[C:16]3[C:17](=[N:18][C:19]([C:21]4[CH:22]=[CH:23][C:24]([OH:27])=[CH:25][CH:26]=4)=[CH:20][C:15]=3[CH2:14][N:11]3[CH2:10][CH2:9][NH:8][CH2:13][CH2:12]3)[NH:28][N:29]=2)[CH2:32][CH2:33]1. Given the reactants C(OC([N:8]1[CH2:13][CH2:12][N:11]([CH2:14][C:15]2[CH:20]=[C:19]([C:21]3[CH:26]=[CH:25][C:24]([OH:27])=[CH:23][CH:22]=3)[N:18]=[C:17]3[N:28](C4CCCCO4)[N:29]=[C:30]([CH:31]4[CH2:33][CH2:32]4)[C:16]=23)[CH2:10][CH2:9]1)=O)(C)(C)C.ClCCl.Cl, predict the reaction product. (8) The product is: [NH2:29][C:27]1[CH:26]=[CH:25][C:3]([O:4][C:5]2[N:10]=[CH:9][N:8]=[C:7]([NH:11][C:12]([N:14]3[CH2:19][CH2:18][CH:17]([CH2:20][N:21]4[CH2:24][CH2:23][CH2:22]4)[CH2:16][CH2:15]3)=[O:13])[CH:6]=2)=[C:2]([F:1])[CH:28]=1. Given the reactants [F:1][C:2]1[CH:28]=[C:27]([N+:29]([O-])=O)[CH:26]=[CH:25][C:3]=1[O:4][C:5]1[N:10]=[CH:9][N:8]=[C:7]([NH:11][C:12]([N:14]2[CH2:19][CH2:18][CH:17]([CH2:20][N:21]3[CH2:24][CH2:23][CH2:22]3)[CH2:16][CH2:15]2)=[O:13])[CH:6]=1, predict the reaction product.